Predict the reaction yield, written as a fraction of the theoretical maximum amount of product (1.0 means a 100% yield; for example, 0.34 means a 34% yield). From a dataset of Reaction yield outcomes from USPTO patents with 853,638 reactions. (1) The reactants are Br[C:2]1[CH:3]=[N:4][CH:5]=[C:6]([N:10]2[C:22](=[O:23])[C:21]3[S:20][C:19]4[CH2:18][CH2:17][CH2:16][CH2:15][C:14]=4[C:13]=3[CH2:12][CH2:11]2)[C:7]=1[CH:8]=[O:9].[CH3:24][N:25]1[CH:30]=[C:29](B2OC(C)(C)C(C)(C)O2)[CH:28]=[C:27]([NH:40][C:41]2[CH:46]=[CH:45][C:44]([N:47]3[CH2:52][CH2:51][N:50]([CH:53]4[CH2:56][O:55][CH2:54]4)[CH2:49][CH2:48]3)=[CH:43][N:42]=2)[C:26]1=[O:57].[O-]P([O-])([O-])=O.[K+].[K+].[K+].CC([O-])=O.[Na+]. The catalyst is CC#N.O.C1C=CC(P(C2C=CC=CC=2)[C-]2C=CC=C2)=CC=1.C1C=CC(P(C2C=CC=CC=2)[C-]2C=CC=C2)=CC=1.Cl[Pd]Cl.[Fe+2]. The product is [CH3:24][N:25]1[C:26](=[O:57])[C:27]([NH:40][C:41]2[CH:46]=[CH:45][C:44]([N:47]3[CH2:52][CH2:51][N:50]([CH:53]4[CH2:54][O:55][CH2:56]4)[CH2:49][CH2:48]3)=[CH:43][N:42]=2)=[CH:28][C:29]([C:2]2[CH:3]=[N:4][CH:5]=[C:6]([N:10]3[C:22](=[O:23])[C:21]4[S:20][C:19]5[CH2:18][CH2:17][CH2:16][CH2:15][C:14]=5[C:13]=4[CH2:12][CH2:11]3)[C:7]=2[CH:8]=[O:9])=[CH:30]1. The yield is 0.400. (2) The reactants are [NH:1]1[CH2:5][CH2:4][CH2:3][CH2:2]1.[Br:6][CH:7]([CH3:11])[C:8](Cl)=[O:9].[Cl-].[NH4+]. The catalyst is ClCCl. The product is [Br:6][CH:7]([CH3:11])[C:8]([N:1]1[CH2:5][CH2:4][CH2:3][CH2:2]1)=[O:9]. The yield is 0.930.